From a dataset of Catalyst prediction with 721,799 reactions and 888 catalyst types from USPTO. Predict which catalyst facilitates the given reaction. (1) Reactant: [Cl:1][C:2]1[CH:9]=[C:8](F)[CH:7]=[CH:6][C:3]=1[CH:4]=[O:5].[CH2:11]([N:13]1[CH2:18][CH2:17][NH:16][CH2:15][CH2:14]1)[CH3:12].C(=O)([O-])[O-].[K+].[K+]. Product: [Cl:1][C:2]1[CH:9]=[C:8]([N:16]2[CH2:17][CH2:18][N:13]([CH2:11][CH3:12])[CH2:14][CH2:15]2)[CH:7]=[CH:6][C:3]=1[CH:4]=[O:5]. The catalyst class is: 3. (2) Reactant: [CH:1]1([CH2:4][NH:5][C@@H:6]2[CH2:8][C@H:7]2[C:9]2[CH:10]=[C:11]([CH:21]=[CH:22][CH:23]=2)[C:12]([NH:14][C:15]2[S:16][C:17]([CH3:20])=[N:18][N:19]=2)=[O:13])[CH2:3][CH2:2]1.[C:24](O[C:24]([O:26][C:27]([CH3:30])([CH3:29])[CH3:28])=[O:25])([O:26][C:27]([CH3:30])([CH3:29])[CH3:28])=[O:25].C(=O)([O-])O.[Na+].O. Product: [CH:1]1([CH2:4][N:5]([C@@H:6]2[CH2:8][C@H:7]2[C:9]2[CH:23]=[CH:22][CH:21]=[C:11]([C:12](=[O:13])[NH:14][C:15]3[S:16][C:17]([CH3:20])=[N:18][N:19]=3)[CH:10]=2)[C:24](=[O:25])[O:26][C:27]([CH3:30])([CH3:29])[CH3:28])[CH2:3][CH2:2]1. The catalyst class is: 36. (3) Reactant: [CH3:1][N:2]1[C:6]([C:7]2[CH:19]=[N:18][C:17]3[C:16]4[CH:15]=[CH:14][C:13]([C:20]([O:22][CH3:23])=[O:21])=[C:12]([O:24][CH3:25])[C:11]=4[NH:10][C:9]=3[CH:8]=2)=[C:5]([CH3:26])[N:4]=[N:3]1.[C:27]1([C@@H:33]([CH:35]2[CH2:40][CH2:39][O:38][CH2:37][CH2:36]2)O)[CH:32]=[CH:31][CH:30]=[CH:29][CH:28]=1.C1(P(C2C=CC=CC=2)C2C=CC=CC=2)C=CC=CC=1.CC(OC(/N=N/C(OC(C)C)=O)=O)C. Product: [CH3:1][N:2]1[C:6]([C:7]2[CH:19]=[N:18][C:17]3[C:16]4[CH:15]=[CH:14][C:13]([C:20]([O:22][CH3:23])=[O:21])=[C:12]([O:24][CH3:25])[C:11]=4[N:10]([C@H:33]([C:27]4[CH:32]=[CH:31][CH:30]=[CH:29][CH:28]=4)[CH:35]4[CH2:36][CH2:37][O:38][CH2:39][CH2:40]4)[C:9]=3[CH:8]=2)=[C:5]([CH3:26])[N:4]=[N:3]1. The catalyst class is: 1. (4) Reactant: O[C:2]([C:5]1[S:9][C:8](=[O:10])[S:7][C:6]=1[C:11]1[C:12](=[O:21])[NH:13][C:14]2[C:19]([N:20]=1)=[CH:18][CH:17]=[CH:16][CH:15]=2)([CH3:4])[CH3:3].C(OC(Cl)=O)C1C=CC=CC=1. Product: [CH3:4][C:2]1([CH3:3])[O:21][C:12]2[C:11](=[N:20][C:19]3[C:14]([N:13]=2)=[CH:15][CH:16]=[CH:17][CH:18]=3)[C:6]2[S:7][C:8](=[O:10])[S:9][C:5]1=2. The catalyst class is: 2. (5) Reactant: C(=O)([O-])[O-].[Cs+].[Cs+].[CH:7]1([C:13]([C:15]2[CH:20]=[C:19]([CH2:21][CH3:22])[CH:18]=[CH:17][C:16]=2[OH:23])=[O:14])[CH2:12][CH2:11][CH2:10][CH2:9][CH2:8]1.[CH2:24]([O:26][C:27](=[O:48])[C:28]([O:31][C:32]1[CH:37]=[CH:36][C:35]([O:38][CH2:39][CH2:40][CH:41](OS(C)(=O)=O)[CH3:42])=[CH:34][CH:33]=1)([CH3:30])[CH3:29])[CH3:25]. Product: [CH2:24]([O:26][C:27](=[O:48])[C:28]([O:31][C:32]1[CH:33]=[CH:34][C:35]([O:38][CH2:39][CH2:40][CH:41]([O:23][C:16]2[CH:17]=[CH:18][C:19]([CH2:21][CH3:22])=[CH:20][C:15]=2[C:13]([CH:7]2[CH2:8][CH2:9][CH2:10][CH2:11][CH2:12]2)=[O:14])[CH3:42])=[CH:36][CH:37]=1)([CH3:29])[CH3:30])[CH3:25]. The catalyst class is: 3. (6) Reactant: [NH2:1][CH2:2][C@:3]([OH:21])([CH2:8][C:9]([C:12]1[CH:17]=[C:16]([F:18])[CH:15]=[CH:14][C:13]=1[O:19][CH3:20])([CH3:11])[CH3:10])[C:4]([F:7])([F:6])[F:5].Br[C:23]1[CH:31]=[C:30]([CH3:32])[CH:29]=[C:28]2[C:24]=1[CH:25]=[N:26][N:27]2[C:33]1[CH:34]=[C:35]([CH:46]=[CH:47][CH:48]=1)[C:36]([O:38][CH2:39][C:40]1[CH:45]=[CH:44][CH:43]=[CH:42][CH:41]=1)=[O:37].C1C=CC(P(C2C(C3C(P(C4C=CC=CC=4)C4C=CC=CC=4)=CC=C4C=3C=CC=C4)=C3C(C=CC=C3)=CC=2)C2C=CC=CC=2)=CC=1.CC(C)([O-])C.[Na+]. Product: [F:18][C:16]1[CH:15]=[CH:14][C:13]([O:19][CH3:20])=[C:12]([C:9]([CH3:11])([CH3:10])[CH2:8][C@:3]([OH:21])([C:4]([F:7])([F:6])[F:5])[CH2:2][NH:1][C:23]2[CH:31]=[C:30]([CH3:32])[CH:29]=[C:28]3[C:24]=2[CH:25]=[N:26][N:27]3[C:33]2[CH:34]=[C:35]([CH:46]=[CH:47][CH:48]=2)[C:36]([O:38][CH2:39][C:40]2[CH:41]=[CH:42][CH:43]=[CH:44][CH:45]=2)=[O:37])[CH:17]=1. The catalyst class is: 101. (7) The catalyst class is: 46. Product: [F:14][C:2]([F:1])([F:13])[C:3]1[CH:12]=[CH:11][C:6]2[N:7]=[C:8]([NH:10][C:42](=[O:43])[CH2:41][O:40][C:39]3[CH:45]=[C:46](/[CH:49]=[CH:50]/[C:51](=[O:64])[C:52]4[CH:53]=[C:54]([O:62][CH3:63])[C:55]([O:60][CH3:61])=[C:56]([O:58][CH3:59])[CH:57]=4)[CH:47]=[CH:48][C:38]=3[O:37][CH3:36])[S:9][C:5]=2[CH:4]=1. Reactant: [F:1][C:2]([F:14])([F:13])[C:3]1[CH:12]=[CH:11][C:6]2[N:7]=[C:8]([NH2:10])[S:9][C:5]=2[CH:4]=1.C(N=C=NCCCN(C)C)C.ON1C2C=CC=CC=2N=N1.[CH3:36][O:37][C:38]1[CH:48]=[CH:47][C:46](/[CH:49]=[CH:50]/[C:51](=[O:64])[C:52]2[CH:57]=[C:56]([O:58][CH3:59])[C:55]([O:60][CH3:61])=[C:54]([O:62][CH3:63])[CH:53]=2)=[CH:45][C:39]=1[O:40][CH2:41][C:42](O)=[O:43]. (8) Reactant: C1(N2CCC3(CCNC3)C2)CC1.OC(C(F)(F)F)=O.[F:20][C:21]([F:37])([F:36])[CH2:22][NH:23][CH2:24][C:25]1[CH:26]=[C:27]2[C:32](=[CH:33][CH:34]=1)[C@H:31]([NH2:35])[CH2:30][CH2:29][CH2:28]2.FC(F)(F)CNCC1C=C2C(=CC=1)[C@H](NC(=O)OC(C)(C)C)CCC2. Product: [F:20][C:21]([F:36])([F:37])[CH2:22][NH:23][CH2:24][C:25]1[CH:26]=[C:27]2[C:32](=[CH:33][CH:34]=1)[C@H:31]([NH2:35])[CH2:30][CH2:29][CH2:28]2. The catalyst class is: 2. (9) Reactant: [Br:1][C:2]1[CH:3]=[C:4]([C:8]2[NH:9][C:10]3[C:15]([CH:16]=2)=[CH:14][CH:13]=[CH:12][CH:11]=3)[CH:5]=[N:6][CH:7]=1.C(=O)([O-])[O-].[K+].[K+].[F:23][C:24]([F:30])([F:29])S([O-])(=O)=O.[F:23][C:24]([F:30])([F:29])[S+]1C2C=CC=CC=2C2C=CC=CC1=2. Product: [Br:1][C:2]1[CH:3]=[C:4]([C:8]2[NH:9][C:10]3[C:15]([C:16]=2[C:24]([F:30])([F:29])[F:23])=[CH:14][CH:13]=[CH:12][CH:11]=3)[CH:5]=[N:6][CH:7]=1. The catalyst class is: 10.